This data is from Forward reaction prediction with 1.9M reactions from USPTO patents (1976-2016). The task is: Predict the product of the given reaction. Given the reactants Cl[C:2]1[CH:7]=[C:6]([I:8])[C:5]([C:9]([F:12])([F:11])[F:10])=[CH:4][N:3]=1.C([O-])(=O)C.[NH4+:17], predict the reaction product. The product is: [I:8][C:6]1[C:5]([C:9]([F:12])([F:11])[F:10])=[CH:4][N:3]=[C:2]([NH2:17])[CH:7]=1.